This data is from Catalyst prediction with 721,799 reactions and 888 catalyst types from USPTO. The task is: Predict which catalyst facilitates the given reaction. (1) Reactant: [C:1](Cl)(=O)C.[Br:5][C:6]1[C:7]([CH3:16])=[C:8]([CH:12]=[C:13]([I:15])[CH:14]=1)[C:9]([OH:11])=[O:10]. Product: [Br:5][C:6]1[C:7]([CH3:16])=[C:8]([CH:12]=[C:13]([I:15])[CH:14]=1)[C:9]([O:11][CH3:1])=[O:10]. The catalyst class is: 5. (2) Reactant: [CH3:1][O:2][C:3]([C:5]1[S:6][CH:7]=[CH:8][C:9]=1[NH2:10])=[O:4].[O:11](C(OC(C)(C)C)=O)[C:12]([O:14][C:15]([CH3:18])([CH3:17])[CH3:16])=O. Product: [CH3:1][O:2][C:3]([C:5]1[S:6][CH:7]=[CH:8][C:9]=1[NH:10][C:12]([O:14][C:15]([CH3:18])([CH3:17])[CH3:16])=[O:11])=[O:4]. The catalyst class is: 377. (3) Reactant: C([Mg]Cl)=C.CO[CH:7]([Si:10]([C:15]1[CH:20]=[CH:19][CH:18]=[CH:17][CH:16]=1)([CH:13]=[CH2:14])[CH:11]=[CH2:12])OC.O. Product: [CH3:7][Si:10]([C:15]1[CH:16]=[CH:17][CH:18]=[CH:19][CH:20]=1)([CH:11]=[CH2:12])[CH:13]=[CH2:14]. The catalyst class is: 1. (4) Reactant: C([O:3][C:4]([C:6]1[O:7][C:8]2[CH:15]=[CH:14][C:13]([Br:16])=[C:12]([O:17][CH3:18])[C:9]=2[C:10]=1[CH3:11])=[O:5])C.[Li+].[OH-]. Product: [Br:16][C:13]1[CH:14]=[CH:15][C:8]2[O:7][C:6]([C:4]([OH:5])=[O:3])=[C:10]([CH3:11])[C:9]=2[C:12]=1[O:17][CH3:18]. The catalyst class is: 1.